From a dataset of Reaction yield outcomes from USPTO patents with 853,638 reactions. Predict the reaction yield, written as a fraction of the theoretical maximum amount of product (1.0 means a 100% yield; for example, 0.34 means a 34% yield). (1) The reactants are Cl.[F:2][C:3]([F:16])([F:15])[CH2:4][O:5][C:6]1[N:11]=[CH:10][C:9]([CH:12]([NH2:14])[CH3:13])=[CH:8][CH:7]=1.[NH2:17][C:18]1[N:23]=[CH:22][N:21]=[C:20]([C:24](O)=[O:25])[CH:19]=1. No catalyst specified. The product is [NH2:17][C:18]1[N:23]=[CH:22][N:21]=[C:20]([C:24]([NH:14][CH:12]([C:9]2[CH:10]=[N:11][C:6]([O:5][CH2:4][C:3]([F:2])([F:15])[F:16])=[CH:7][CH:8]=2)[CH3:13])=[O:25])[CH:19]=1. The yield is 0.890. (2) The yield is 0.950. The product is [O:12]=[C:10]([N:58]([CH2:57][C:51]1[CH:56]=[CH:55][CH:54]=[CH:53][CH:52]=1)[CH2:59][CH:60]=[CH2:61])[CH2:9][N:8]([CH2:13][C:14]1[CH:19]=[CH:18][CH:17]=[CH:16][CH:15]=1)[C:6](=[O:7])[O:5][C:2]([CH3:1])([CH3:3])[CH3:4]. The catalyst is CN(C=O)C.C(OCC)(=O)C. The reactants are [CH3:1][C:2]([O:5][C:6]([N:8]([CH2:13][C:14]1[CH:19]=[CH:18][CH:17]=[CH:16][CH:15]=1)[CH2:9][C:10]([OH:12])=O)=[O:7])([CH3:4])[CH3:3].CCN(C(C)C)C(C)C.CN(C(ON1N=NC2C=CC=CC1=2)=[N+](C)C)C.[B-](F)(F)(F)F.[C:51]1([CH2:57][NH:58][CH2:59][CH:60]=[CH2:61])[CH:56]=[CH:55][CH:54]=[CH:53][CH:52]=1.